Dataset: Forward reaction prediction with 1.9M reactions from USPTO patents (1976-2016). Task: Predict the product of the given reaction. (1) Given the reactants [N:1]1[NH:2][C:3](=[O:10])[N:4]2[CH:9]=[CH:8][CH:7]=[CH:6][C:5]=12.[CH2:11]([CH:13]1[O:15][CH2:14]1)Br.[H-].[Na+].O, predict the reaction product. The product is: [O:15]1[CH2:14][CH:13]1[CH2:11][N:2]1[C:3](=[O:10])[N:4]2[CH:9]=[CH:8][CH:7]=[CH:6][C:5]2=[N:1]1. (2) Given the reactants [N+:1](/[CH:4]=[CH:5]/[C:6]1[CH:19]=[CH:18][C:9]([CH2:10][O:11][C:12]2[CH:17]=[CH:16][CH:15]=[CH:14][N:13]=2)=[CH:8][CH:7]=1)([O-:3])=[O:2].C(O)(=O)C.[BH4-].[Na+].O, predict the reaction product. The product is: [N+:1]([CH2:4][CH2:5][C:6]1[CH:19]=[CH:18][C:9]([CH2:10][O:11][C:12]2[CH:17]=[CH:16][CH:15]=[CH:14][N:13]=2)=[CH:8][CH:7]=1)([O-:3])=[O:2]. (3) Given the reactants [CH3:1][C:2]1([CH3:17])[C:10]2[C:5](=[C:6]3[CH:16]=[CH:15][CH:14]=[CH:13][C:7]3=[CH:8][C:9]=2[O:11][CH3:12])[NH:4][CH2:3]1.[CH3:18]I, predict the reaction product. The product is: [CH3:18][N:4]1[C:5]2[C:10](=[C:9]([O:11][CH3:12])[CH:8]=[C:7]3[CH:13]=[CH:14][CH:15]=[CH:16][C:6]3=2)[C:2]([CH3:17])([CH3:1])[CH2:3]1. (4) Given the reactants [C:1]([C:4]1[CH:5]=[C:6]([C:10]2[N:11]=[C:12]([CH2:15][N:16]3[CH:20]=[C:19]([C:21]([O:23]CC)=[O:22])[CH:18]=[N:17]3)[S:13][CH:14]=2)[CH:7]=[CH:8][CH:9]=1)(=[O:3])[CH3:2].[OH-].[Na+].Cl, predict the reaction product. The product is: [C:1]([C:4]1[CH:5]=[C:6]([C:10]2[N:11]=[C:12]([CH2:15][N:16]3[CH:20]=[C:19]([C:21]([OH:23])=[O:22])[CH:18]=[N:17]3)[S:13][CH:14]=2)[CH:7]=[CH:8][CH:9]=1)(=[O:3])[CH3:2]. (5) Given the reactants [OH:1][N:2]([CH3:17])[C:3](=[NH:16])[C:4]1[CH:9]=[CH:8][CH:7]=[CH:6][C:5]=1[N:10]1[CH2:15][CH2:14][O:13][CH2:12][CH2:11]1.[C:18]([C:25]([O:27][CH2:28][CH3:29])=[O:26])#[C:19][C:20]([O:22][CH2:23][CH3:24])=[O:21], predict the reaction product. The product is: [CH2:28]([O:27][C:25]([C:18]1([CH2:19][C:20]([O:22][CH2:23][CH3:24])=[O:21])[O:1][N:2]([CH3:17])[C:3]([C:4]2[CH:9]=[CH:8][CH:7]=[CH:6][C:5]=2[N:10]2[CH2:15][CH2:14][O:13][CH2:12][CH2:11]2)=[N:16]1)=[O:26])[CH3:29]. (6) Given the reactants Cl.Cl.[CH3:3][NH:4][N:5]([CH3:7])[CH3:6].C(N(C(C)C)CC)(C)C.[C:17]([O:21][C:22]([N:24]1[CH2:29][CH2:28][CH2:27][C@:26]([CH2:33][C:34]2[CH:39]=[CH:38][CH:37]=[CH:36][CH:35]=2)([C:30](O)=[O:31])[CH2:25]1)=[O:23])([CH3:20])([CH3:19])[CH3:18].C(OC(N1CCC[C@@](CC2C=CC=CC=2)(C(O)=O)C1)=O)(C)(C)C, predict the reaction product. The product is: [C:17]([O:21][C:22]([N:24]1[CH2:29][CH2:28][CH2:27][C@@:26]([CH2:33][C:34]2[CH:39]=[CH:38][CH:37]=[CH:36][CH:35]=2)([C:30]([N:4]([CH3:3])[N:5]([CH3:7])[CH3:6])=[O:31])[CH2:25]1)=[O:23])([CH3:20])([CH3:19])[CH3:18].